From a dataset of Full USPTO retrosynthesis dataset with 1.9M reactions from patents (1976-2016). Predict the reactants needed to synthesize the given product. Given the product [C:1]([O:5][C:6]([N:8]1[CH2:14][CH2:13][CH2:12][N:11]([C:15]2[N:16]([CH2:41][CH2:42][O:28][C:27]([F:26])([F:37])[F:38])[C:17]3[CH:23]=[CH:22][CH:21]=[CH:20][C:18]=3[N:19]=2)[CH2:10][CH2:9]1)=[O:7])([CH3:4])([CH3:2])[CH3:3], predict the reactants needed to synthesize it. The reactants are: [C:1]([O:5][C:6]([N:8]1[CH2:14][CH2:13][CH2:12][N:11]([C:15]2[NH:19][C:18]3[CH:20]=[CH:21][CH:22]=[CH:23][C:17]=3[N:16]=2)[CH2:10][CH2:9]1)=[O:7])([CH3:4])([CH3:3])[CH3:2].[H-].[Na+].[F:26][C:27]([F:38])([F:37])[O:28]OCCOS(C)(=O)=O.[I-].[Na+].[C:41](OCC)(=O)[CH3:42].